Dataset: Human liver microsome stability data. Task: Regression/Classification. Given a drug SMILES string, predict its absorption, distribution, metabolism, or excretion properties. Task type varies by dataset: regression for continuous measurements (e.g., permeability, clearance, half-life) or binary classification for categorical outcomes (e.g., BBB penetration, CYP inhibition). Dataset: hlm. (1) The drug is Nc1ncccc1-c1nc2cccnc2n1-c1ccc(CNC(=O)c2ccccc2)cc1. The result is 0 (unstable in human liver microsomes). (2) The drug is Cc1cccc(-c2c(C3CCCCC3)c3ccc(C(=O)NC(C)(C)C(=O)Nc4ccc(C=CC(=O)O)cc4)cc3n2C)n1. The result is 1 (stable in human liver microsomes). (3) The compound is CC(CCCNCC12CC3CC(CC(C3)C1)C2)Nc1ccnc2cc(Cl)ccc12. The result is 0 (unstable in human liver microsomes). (4) The drug is Cc1cc(OC(C)C)cc(C(=O)NNS(=O)(=O)c2ccccc2F)c1. The result is 1 (stable in human liver microsomes).